Task: Regression. Given two drug SMILES strings and cell line genomic features, predict the synergy score measuring deviation from expected non-interaction effect.. Dataset: NCI-60 drug combinations with 297,098 pairs across 59 cell lines (1) Drug 1: CCC(=C(C1=CC=CC=C1)C2=CC=C(C=C2)OCCN(C)C)C3=CC=CC=C3.C(C(=O)O)C(CC(=O)O)(C(=O)O)O. Drug 2: CC1=C(C=C(C=C1)NC(=O)C2=CC=C(C=C2)CN3CCN(CC3)C)NC4=NC=CC(=N4)C5=CN=CC=C5. Cell line: MDA-MB-435. Synergy scores: CSS=7.13, Synergy_ZIP=5.20, Synergy_Bliss=7.86, Synergy_Loewe=4.87, Synergy_HSA=4.47. (2) Drug 1: C1CCN(CC1)CCOC2=CC=C(C=C2)C(=O)C3=C(SC4=C3C=CC(=C4)O)C5=CC=C(C=C5)O. Drug 2: CC1CCCC2(C(O2)CC(NC(=O)CC(C(C(=O)C(C1O)C)(C)C)O)C(=CC3=CSC(=N3)C)C)C. Cell line: NCI-H322M. Synergy scores: CSS=-1.34, Synergy_ZIP=-1.86, Synergy_Bliss=-8.65, Synergy_Loewe=-8.11, Synergy_HSA=-8.04. (3) Drug 1: C1CN1C2=NC(=NC(=N2)N3CC3)N4CC4. Drug 2: B(C(CC(C)C)NC(=O)C(CC1=CC=CC=C1)NC(=O)C2=NC=CN=C2)(O)O. Cell line: OVCAR-8. Synergy scores: CSS=73.2, Synergy_ZIP=-2.01, Synergy_Bliss=2.69, Synergy_Loewe=0.688, Synergy_HSA=1.58. (4) Drug 1: CNC(=O)C1=CC=CC=C1SC2=CC3=C(C=C2)C(=NN3)C=CC4=CC=CC=N4. Drug 2: CC1CCC2CC(C(=CC=CC=CC(CC(C(=O)C(C(C(=CC(C(=O)CC(OC(=O)C3CCCCN3C(=O)C(=O)C1(O2)O)C(C)CC4CCC(C(C4)OC)OCCO)C)C)O)OC)C)C)C)OC. Cell line: K-562. Synergy scores: CSS=58.2, Synergy_ZIP=2.43, Synergy_Bliss=1.62, Synergy_Loewe=1.59, Synergy_HSA=4.03. (5) Synergy scores: CSS=-1.36, Synergy_ZIP=0.936, Synergy_Bliss=1.15, Synergy_Loewe=-3.01, Synergy_HSA=-2.41. Drug 1: CC1=CC=C(C=C1)C2=CC(=NN2C3=CC=C(C=C3)S(=O)(=O)N)C(F)(F)F. Cell line: OVCAR-4. Drug 2: C1=NNC2=C1C(=O)NC=N2. (6) Drug 1: CCC1(CC2CC(C3=C(CCN(C2)C1)C4=CC=CC=C4N3)(C5=C(C=C6C(=C5)C78CCN9C7C(C=CC9)(C(C(C8N6C)(C(=O)OC)O)OC(=O)C)CC)OC)C(=O)OC)O.OS(=O)(=O)O. Drug 2: CC1CCCC2(C(O2)CC(NC(=O)CC(C(C(=O)C(C1O)C)(C)C)O)C(=CC3=CSC(=N3)C)C)C. Cell line: MCF7. Synergy scores: CSS=19.8, Synergy_ZIP=0.505, Synergy_Bliss=-2.34, Synergy_Loewe=-10.2, Synergy_HSA=-4.25. (7) Drug 1: C1CC(=O)NC(=O)C1N2CC3=C(C2=O)C=CC=C3N. Drug 2: CN1C(=O)N2C=NC(=C2N=N1)C(=O)N. Cell line: 786-0. Synergy scores: CSS=3.75, Synergy_ZIP=-1.39, Synergy_Bliss=-1.91, Synergy_Loewe=-1.04, Synergy_HSA=-1.04. (8) Drug 1: CC1C(C(CC(O1)OC2CC(CC3=C2C(=C4C(=C3O)C(=O)C5=C(C4=O)C(=CC=C5)OC)O)(C(=O)CO)O)N)O.Cl. Drug 2: C(CN)CNCCSP(=O)(O)O. Cell line: MDA-MB-435. Synergy scores: CSS=2.09, Synergy_ZIP=2.07, Synergy_Bliss=-7.13, Synergy_Loewe=-3.38, Synergy_HSA=-5.22.